This data is from Experimentally validated miRNA-target interactions with 360,000+ pairs, plus equal number of negative samples. The task is: Binary Classification. Given a miRNA mature sequence and a target amino acid sequence, predict their likelihood of interaction. The protein sequence of the target gene is MTAIKHALQRDIFTPNDERLLSIVNVCKAGKKKKNCFLCATVTTERPVQVKVVKVKKSDKGDFYKRQIAWALRDLAVVDAKDAIKENPEFDLHFEKVYKWVASSTAEKNAFISCIWKLNQRYLRKKIDFVNVSSQLLEESVPSGENQSVAGGDEEAVDEYQELNAREEQDIEIMMEGCECAISNAEAFAEKLSRELQVLDGANIQSIMASEKQVNTLMQLLDEALTEVDQIELKLSSYEEMLQSVKEQMDQISESNHLIHLSNTNNVKLLSEIEFLVNHMDLAKGHIKALQEGDLVSSRG.... Result: 0 (no interaction). The miRNA is hsa-miR-1197 with sequence UAGGACACAUGGUCUACUUCU.